From a dataset of Catalyst prediction with 721,799 reactions and 888 catalyst types from USPTO. Predict which catalyst facilitates the given reaction. (1) Reactant: [N+:1]([C:4]1[CH:9]=[CH:8][C:7]([CH:10]([CH3:14])[C:11]([OH:13])=O)=[CH:6][CH:5]=1)([O-:3])=[O:2].O=S(Cl)Cl.[CH3:19][O:20][C:21](=[O:30])[C:22]1[CH:27]=[CH:26][C:25]([Cl:28])=[CH:24][C:23]=1[NH2:29].CCCCCC. Product: [CH3:19][O:20][C:21](=[O:30])[C:22]1[CH:27]=[CH:26][C:25]([Cl:28])=[CH:24][C:23]=1[NH:29][C:11](=[O:13])[CH:10]([C:7]1[CH:6]=[CH:5][C:4]([N+:1]([O-:3])=[O:2])=[CH:9][CH:8]=1)[CH3:14]. The catalyst class is: 25. (2) Reactant: [CH3:1][C:2]1[C:6]([CH:7]=[O:8])=[CH:5][NH:4][N:3]=1.[H-].[Na+].Cl[C:12]1[CH:17]=[CH:16][N:15]=[C:14]([NH:18][C:19]2[CH:20]=[C:21]3[C:25](=[CH:26][CH:27]=2)[N:24]([CH3:28])[CH:23]=[C:22]3[C:29](=[O:33])[CH:30]([CH3:32])[CH3:31])[N:13]=1.O. Product: [C:29]([C:22]1[C:21]2[C:25](=[CH:26][CH:27]=[C:19]([NH:18][C:14]3[N:15]=[C:16]([N:4]4[CH:5]=[C:6]([CH:7]=[O:8])[C:2]([CH3:1])=[N:3]4)[CH:17]=[CH:12][N:13]=3)[CH:20]=2)[N:24]([CH3:28])[CH:23]=1)(=[O:33])[CH:30]([CH3:32])[CH3:31]. The catalyst class is: 3.